Dataset: Full USPTO retrosynthesis dataset with 1.9M reactions from patents (1976-2016). Task: Predict the reactants needed to synthesize the given product. (1) Given the product [C:16]1([C:12]2[C:11]3[C:6]([C:5]([C:4]4[CH:13]=[CH:14][CH:15]=[CH:2][CH:3]=4)=[C:22]4[C:23]=2[CH:24]=[C:25]([B:35]([OH:36])[OH:34])[CH:26]=[CH:27]4)=[CH:7][CH:8]=[CH:9][CH:10]=3)[CH:21]=[CH:20][CH:19]=[CH:18][CH:17]=1, predict the reactants needed to synthesize it. The reactants are: Br[C:2]1[CH:15]=[CH:14][C:13]2[C:4](=[C:5]([C:22]3[CH:27]=[CH:26][CH:25]=[CH:24][CH:23]=3)[C:6]3[C:11]([C:12]=2[C:16]2[CH:21]=[CH:20][CH:19]=[CH:18][CH:17]=2)=[CH:10][CH:9]=[CH:8][CH:7]=3)[CH:3]=1.C([Li])CCC.C[O:34][B:35](OC)[O:36]C. (2) Given the product [CH:14]([O:17][C:18]([N:20]1[C:26]2[C:27]3[CH2:28][CH2:29][CH2:30][C:31]=3[C:32]([CH3:1])=[CH:33][C:25]=2[C@@H:24]([NH:35][CH2:36][C:37]2[CH:42]=[C:41]([C:43]([F:46])([F:45])[F:44])[CH:40]=[C:39]([C:47]([F:50])([F:49])[F:48])[CH:38]=2)[CH2:23][CH2:22][CH2:21]1)=[O:19])([CH3:16])[CH3:15], predict the reactants needed to synthesize it. The reactants are: [C:1](=O)([O-])[O-].[Cs+].[Cs+].CB(O)O.ClCCl.[CH:14]([O:17][C:18]([N:20]1[C:26]2[C:27]3[CH2:28][CH2:29][CH2:30][C:31]=3[C:32](Br)=[CH:33][C:25]=2[C@@H:24]([NH:35][CH2:36][C:37]2[CH:42]=[C:41]([C:43]([F:46])([F:45])[F:44])[CH:40]=[C:39]([C:47]([F:50])([F:49])[F:48])[CH:38]=2)[CH2:23][CH2:22][CH2:21]1)=[O:19])([CH3:16])[CH3:15]. (3) The reactants are: [CH3:1][C:2]1[N:6]([CH:7]2[CH2:12][CH2:11][O:10][CH2:9][CH2:8]2)[C:5]2[CH:13]=[CH:14][C:15]([C:17]([OH:19])=O)=[CH:16][C:4]=2[N:3]=1.[NH2:20][C:21]1[CH:26]=[C:25]([Cl:27])[CH:24]=[CH:23][C:22]=1O.CCN=C=NCCCN(C)C.O.C1(C)C=CC(S(O)(=O)=O)=CC=1. Given the product [Cl:27][C:25]1[CH:24]=[CH:23][C:22]2[O:19][C:17]([C:15]3[CH:14]=[CH:13][C:5]4[N:6]([CH:7]5[CH2:8][CH2:9][O:10][CH2:11][CH2:12]5)[C:2]([CH3:1])=[N:3][C:4]=4[CH:16]=3)=[N:20][C:21]=2[CH:26]=1, predict the reactants needed to synthesize it. (4) The reactants are: [CH3:1][O:2][C:3]1[CH:8]=[C:7]([O:9][CH2:10][C:11]([F:14])([F:13])[F:12])[C:6]([CH3:15])=[CH:5][C:4]=1[N+:16]([O-])=O. Given the product [CH3:1][O:2][C:3]1[CH:8]=[C:7]([O:9][CH2:10][C:11]([F:12])([F:13])[F:14])[C:6]([CH3:15])=[CH:5][C:4]=1[NH2:16], predict the reactants needed to synthesize it. (5) Given the product [NH2:25][C:20]1[C:19]([C:11]2[N:10]([C:7]3[CH:6]=[CH:5][C:4]([CH2:3][NH:2][C:36]([NH:35][C:38]4[CH:43]=[CH:42][C:41]([O:44][CH3:45])=[CH:40][CH:39]=4)=[O:37])=[CH:9][CH:8]=3)[C:14]3=[N:15][CH:16]=[CH:17][CH:18]=[C:13]3[N:12]=2)=[CH:24][CH:23]=[CH:22][N:21]=1, predict the reactants needed to synthesize it. The reactants are: Cl.[NH2:2][CH2:3][C:4]1[CH:9]=[CH:8][C:7]([N:10]2[C:14]3=[N:15][CH:16]=[CH:17][CH:18]=[C:13]3[N:12]=[C:11]2[C:19]2[C:20]([NH2:25])=[N:21][CH:22]=[CH:23][CH:24]=2)=[CH:6][CH:5]=1.C(N(C(C)C)CC)(C)C.[N:35]([C:38]1[CH:43]=[CH:42][C:41]([O:44][CH3:45])=[CH:40][CH:39]=1)=[C:36]=[O:37].O.